Predict which catalyst facilitates the given reaction. From a dataset of Catalyst prediction with 721,799 reactions and 888 catalyst types from USPTO. (1) Reactant: [CH3:1][S:2](Cl)(=[O:4])=[O:3].[CH3:6][C:7]1[N:12]=[C:11]([CH2:13][CH2:14][OH:15])[CH:10]=[CH:9][CH:8]=1.C(N(CC)CC)C. Product: [CH3:1][S:2]([O:15][CH2:14][CH2:13][C:11]1[CH:10]=[CH:9][CH:8]=[C:7]([CH3:6])[N:12]=1)(=[O:4])=[O:3]. The catalyst class is: 11. (2) Reactant: [Cl:1][C:2]1[CH:7]=[CH:6][C:5]([Cl:8])=[CH:4][C:3]=1[C:9](=[O:11])[CH3:10].[BrH:12].BrBr.C(=O)([O-])[O-].[Na+].[Na+].S([O-])([O-])(=O)=S.[Na+].[Na+]. Product: [Br:12][CH2:10][C:9]([C:3]1[CH:4]=[C:5]([Cl:8])[CH:6]=[CH:7][C:2]=1[Cl:1])=[O:11]. The catalyst class is: 15. (3) Reactant: [C:1]([NH:5][C:6]([C:8]1[C:16]2[C:11](=[N:12][CH:13]=[C:14]([C:17]3[C:25]4[C:20](=[CH:21][CH:22]=[C:23]([O:26][CH:27]([F:29])[F:28])[CH:24]=4)[NH:19][N:18]=3)[N:15]=2)[N:10]([CH2:30][O:31][CH2:32][CH2:33][Si:34]([CH3:37])([CH3:36])[CH3:35])[CH:9]=1)=[O:7])([CH3:4])([CH3:3])[CH3:2].Br[CH:39]1[CH2:44][CH2:43][N:42]([C:45]([O:47][C:48]([CH3:51])([CH3:50])[CH3:49])=[O:46])[CH2:41][CH2:40]1.C(=O)([O-])[O-].[Cs+].[Cs+]. Product: [C:48]([O:47][C:45]([N:42]1[CH2:43][CH2:44][CH:39]([N:19]2[C:20]3[C:25](=[CH:24][C:23]([O:26][CH:27]([F:28])[F:29])=[CH:22][CH:21]=3)[C:17]([C:14]3[N:15]=[C:16]4[C:8]([C:6](=[O:7])[NH:5][C:1]([CH3:4])([CH3:3])[CH3:2])=[CH:9][N:10]([CH2:30][O:31][CH2:32][CH2:33][Si:34]([CH3:37])([CH3:36])[CH3:35])[C:11]4=[N:12][CH:13]=3)=[N:18]2)[CH2:40][CH2:41]1)=[O:46])([CH3:51])([CH3:49])[CH3:50]. The catalyst class is: 3. (4) Reactant: [CH3:1][O:2][C:3]([C:5]1[CH:6]=[CH:7][C:8]2[S:12][C:11]([NH:13][CH:14]3[CH2:19][CH2:18][NH:17][CH2:16][CH2:15]3)=[N:10][C:9]=2[CH:20]=1)=[O:4].[CH2:21]([O:23][C:24]1[CH:25]=[C:26]([CH:29]=[C:30]([O:37][CH2:38][CH3:39])[C:31]=1[N:32]1[CH:36]=[CH:35][CH:34]=[CH:33]1)[CH:27]=O)[CH3:22].C([BH3-])#N.[Na+].C(N(C(C)C)C(C)C)C. Product: [CH3:1][O:2][C:3]([C:5]1[CH:6]=[CH:7][C:8]2[S:12][C:11]([NH:13][CH:14]3[CH2:15][CH2:16][N:17]([CH2:27][C:26]4[CH:29]=[C:30]([O:37][CH2:38][CH3:39])[C:31]([N:32]5[CH:36]=[CH:35][CH:34]=[CH:33]5)=[C:24]([O:23][CH2:21][CH3:22])[CH:25]=4)[CH2:18][CH2:19]3)=[N:10][C:9]=2[CH:20]=1)=[O:4]. The catalyst class is: 212.